From a dataset of Forward reaction prediction with 1.9M reactions from USPTO patents (1976-2016). Predict the product of the given reaction. (1) Given the reactants Cl.[NH:2]1[CH2:5][CH2:4][C@H:3]1[CH2:6][NH:7][C:8]([C:10]1[CH:11]=[CH:12][CH:13]=[C:14]2[O:18][CH:17]=[CH:16][C:15]=12)=[O:9].CCN(C(C)C)C(C)C.[CH3:28][O:29][C:30]1[CH:38]=[CH:37][CH:36]=[CH:35][C:31]=1[C:32](Cl)=[O:33].CC(=O)OCC.CCCCCCC, predict the reaction product. The product is: [CH3:28][O:29][C:30]1[CH:38]=[CH:37][CH:36]=[CH:35][C:31]=1[C:32]([N:2]1[CH2:5][CH2:4][C@H:3]1[CH2:6][NH:7][C:8]([C:10]1[CH:11]=[CH:12][CH:13]=[C:14]2[O:18][CH:17]=[CH:16][C:15]=12)=[O:9])=[O:33]. (2) Given the reactants [CH3:1][O:2][C:3]1[N:8]=[CH:7][N:6]=[C:5]([NH2:9])[CH:4]=1.[N:10]([C:13]1[CH:18]=[C:17]([C:19]([O:21]C)=[O:20])[CH:16]=[CH:15][C:14]=1[C:23](OC)=[O:24])=[C:11]=[S:12].[OH-].[Na+].Cl, predict the reaction product. The product is: [CH3:1][O:2][C:3]1[N:8]=[CH:7][N:6]=[C:5]([N:9]2[C:23](=[O:24])[C:14]3[C:13](=[CH:18][C:17]([C:19]([OH:21])=[O:20])=[CH:16][CH:15]=3)[NH:10][C:11]2=[S:12])[CH:4]=1.